This data is from Reaction yield outcomes from USPTO patents with 853,638 reactions. The task is: Predict the reaction yield, written as a fraction of the theoretical maximum amount of product (1.0 means a 100% yield; for example, 0.34 means a 34% yield). (1) The reactants are [NH2:1][S:2][O:3][O:4][C:5]1[CH:10]=[CH:9][C:8]([N:11]2[C:19]3[C:18]4[CH:20]=[C:21]([N+:24]([O-:26])=[O:25])[CH:22]=[CH:23][C:17]=4[CH2:16][CH2:15][C:14]=3[C:13]([C:27]([O:29]CC)=O)=[N:12]2)=[CH:7][CH:6]=1.[OH-].[NH4+:33]. The catalyst is CO. The product is [NH2:1][S:2][O:3][O:4][C:5]1[CH:6]=[CH:7][C:8]([N:11]2[C:19]3[C:18]4[CH:20]=[C:21]([N+:24]([O-:26])=[O:25])[CH:22]=[CH:23][C:17]=4[CH2:16][CH2:15][C:14]=3[C:13]([C:27]([NH2:33])=[O:29])=[N:12]2)=[CH:9][CH:10]=1. The yield is 0.680. (2) The reactants are C[O:2][C:3](=[O:35])[CH:4]([O:32][CH2:33][CH3:34])[CH2:5][C:6]1[CH:11]=[CH:10][C:9]([CH2:12][CH2:13][N:14]([CH2:25][CH2:26][CH2:27][CH2:28][CH2:29][CH2:30][CH3:31])[C:15](=[O:24])[CH2:16][C:17]2[CH:22]=[CH:21][C:20]([CH3:23])=[CH:19][CH:18]=2)=[CH:8][CH:7]=1.[Li+].[OH-]. The catalyst is O1CCCC1. The product is [CH2:33]([O:32][CH:4]([CH2:5][C:6]1[CH:11]=[CH:10][C:9]([CH2:12][CH2:13][N:14]([CH2:25][CH2:26][CH2:27][CH2:28][CH2:29][CH2:30][CH3:31])[C:15](=[O:24])[CH2:16][C:17]2[CH:18]=[CH:19][C:20]([CH3:23])=[CH:21][CH:22]=2)=[CH:8][CH:7]=1)[C:3]([OH:35])=[O:2])[CH3:34]. The yield is 0.950. (3) The reactants are C[O-].[Na+].[NH:4]1[C:12]2[C:7](=[CH:8][C:9]([NH:13][S:14]([C:17]3[C:26]4[C:21](=[CH:22][CH:23]=[CH:24][CH:25]=4)[CH:20]=[CH:19][CH:18]=3)(=[O:16])=[O:15])=[CH:10][CH:11]=2)[CH:6]=[CH:5]1.[CH3:27][N:28]1[CH2:33][CH2:32][C:31](=O)[CH2:30][CH2:29]1. The catalyst is CO. The product is [CH3:27][N:28]1[CH2:29][CH:30]=[C:31]([C:6]2[C:7]3[C:12](=[CH:11][CH:10]=[C:9]([NH:13][S:14]([C:17]4[C:26]5[C:21](=[CH:22][CH:23]=[CH:24][CH:25]=5)[CH:20]=[CH:19][CH:18]=4)(=[O:15])=[O:16])[CH:8]=3)[NH:4][CH:5]=2)[CH2:32][CH2:33]1. The yield is 0.520. (4) The reactants are [O:1]1[C:10]2[C:5](=[CH:6][CH:7]=[CH:8][CH:9]=2)[CH:4]([CH2:11][NH2:12])[CH2:3][CH2:2]1.F[C:14]1[CH:22]=[N:21][CH:20]=[CH:19][C:15]=1[C:16]([OH:18])=[O:17]. No catalyst specified. The product is [O:1]1[C:10]2[C:5](=[CH:6][CH:7]=[CH:8][CH:9]=2)[CH:4]([CH2:11][NH:12][C:19]2[CH:20]=[N:21][CH:22]=[CH:14][C:15]=2[C:16]([OH:18])=[O:17])[CH2:3][CH2:2]1. The yield is 0.130. (5) The reactants are [Cl:1][C:2]1[N:3]=[C:4]([N:13]2[CH2:18][CH2:17][O:16][CH2:15][CH2:14]2)[C:5]2[S:10][C:9]([CH:11]=O)=[CH:8][C:6]=2[N:7]=1.[CH3:19][N:20]([CH3:27])[CH:21]1[CH2:26][CH2:25][NH:24][CH2:23][CH2:22]1.C(O[BH-](OC(=O)C)OC(=O)C)(=O)C. The catalyst is ClCCCl.CO. The product is [Cl:1][C:2]1[N:3]=[C:4]([N:13]2[CH2:18][CH2:17][O:16][CH2:15][CH2:14]2)[C:5]2[S:10][C:9]([CH2:11][N:24]3[CH2:25][CH2:26][CH:21]([N:20]([CH3:27])[CH3:19])[CH2:22][CH2:23]3)=[CH:8][C:6]=2[N:7]=1. The yield is 0.640. (6) The reactants are [Cl:1][C:2]1[C:10]([O:11][CH3:12])=[CH:9][CH:8]=[C:7]([F:13])[C:3]=1C(O)=O.C(Cl)(C(Cl)=O)=O.[N-:20]=[N+]=[N-].[Na+]. The catalyst is C(Cl)Cl.CN(C=O)C.O. The product is [Cl:1][C:2]1[C:10]([O:11][CH3:12])=[CH:9][CH:8]=[C:7]([F:13])[C:3]=1[NH2:20]. The yield is 0.370. (7) The reactants are [CH3:1][C:2]1[O:6][C:5]([C:7]2[CH:11]([C:12]3[CH:17]=[CH:16][CH:15]=[CH:14][CH:13]=3)[C:10](O)([CH3:18])[O:9][N:8]=2)=[CH:4][CH:3]=1.[K+].[Br-]. No catalyst specified. The product is [C:12]1([C:11]2[C:7]([C:5]3[O:6][C:2]([CH3:1])=[CH:3][CH:4]=3)=[N:8][O:9][C:10]=2[CH3:18])[CH:13]=[CH:14][CH:15]=[CH:16][CH:17]=1. The yield is 0.600. (8) The reactants are [CH3:1][O:2][C:3]1[CH:4]=[C:5]2[C:10](=[CH:11][CH:12]=1)[N:9]=[C:8]([CH3:13])[CH:7]=[CH:6]2.[Br:14]N1C(=O)CCC1=O. The catalyst is C(#N)C. The product is [Br:14][C:4]1[C:3]([O:2][CH3:1])=[CH:12][CH:11]=[C:10]2[C:5]=1[CH:6]=[CH:7][C:8]([CH3:13])=[N:9]2. The yield is 0.986. (9) The reactants are BrC1N(C(NC2C=CC=CC=2)=O)C(C2C=CN=C3NC(C4C=CC(N(C)C)=CC=4)=NC=23)CNC1.[Br:35][C:36]1[C:37]([N:46]2[CH2:51][CH2:50][N:49]([CH2:52][C:53]3[CH:54]=[N:55][CH:56]=[CH:57][CH:58]=3)[CH2:48][CH2:47]2)=[C:38]([N+:43]([O-])=O)[C:39]([NH2:42])=[N:40][CH:41]=1.[O-]S(S([O-])=O)=O.[Na+].[Na+].O=[CH:68][CH2:69][CH2:70][NH:71][C:72](=[O:78])[O:73][C:74]([CH3:77])([CH3:76])[CH3:75]. The catalyst is C(O)C.CN(C=O)C. The product is [Br:35][C:36]1[C:37]([N:46]2[CH2:51][CH2:50][N:49]([CH2:52][C:53]3[CH:54]=[N:55][CH:56]=[CH:57][CH:58]=3)[CH2:48][CH2:47]2)=[C:38]2[N:43]=[C:68]([CH2:69][CH2:70][NH:71][C:72](=[O:78])[O:73][C:74]([CH3:77])([CH3:76])[CH3:75])[NH:42][C:39]2=[N:40][CH:41]=1. The yield is 0.370.